The task is: Predict the reaction yield, written as a fraction of the theoretical maximum amount of product (1.0 means a 100% yield; for example, 0.34 means a 34% yield).. This data is from Reaction yield outcomes from USPTO patents with 853,638 reactions. The reactants are [OH:1][C@H:2]1[CH2:7][N:6]([C:8]([O:10][CH3:11])=[O:9])[C@H:5]([C:12]([N:14]2[CH2:19][CH2:18][N:17]([C:20]3[CH:25]=[CH:24][CH:23]=[CH:22][CH:21]=3)[CH2:16][CH2:15]2)=[O:13])[C@@H:4]([C:26](OC)=[O:27])[CH2:3]1.O[C@H:31]1[CH2:36]N[C@H:34]([C:37](O)=O)[C@@H:33](C(OC)=O)[CH2:32]1.C1(N2CCNCC2)C=CC=CC=1.[F:56][P-](F)(F)(F)(F)F.[N:63]1([O:72][P+](N(C)C)(N(C)C)N(C)C)C2C=CC=CC=2N=N1.CN(C)C=O.C(N(CC)C(C)C)(C)C.C(Cl)Cl.ClC(OC)=O. No catalyst specified. The product is [F:56][C:37]1[CH:36]=[C:31]([CH:32]=[CH:33][CH:34]=1)[O:1][C@@H:2]1[CH2:7][N:6]([C:8]([O:10][CH3:11])=[O:9])[C@H:5]([C:12]([N:14]2[CH2:19][CH2:18][N:17]([C:20]3[CH:21]=[CH:22][CH:23]=[CH:24][CH:25]=3)[CH2:16][CH2:15]2)=[O:13])[C@@H:4]([C:26]([NH:63][OH:72])=[O:27])[CH2:3]1. The yield is 0.830.